From a dataset of Catalyst prediction with 721,799 reactions and 888 catalyst types from USPTO. Predict which catalyst facilitates the given reaction. (1) Reactant: [NH2:1][C:2]1([C:7]([OH:9])=[O:8])[CH2:6][CH2:5][CH2:4][CH2:3]1.[C:10]([Cl:13])(=O)C. Product: [ClH:13].[NH2:1][C:2]1([C:7]([O:9][CH3:10])=[O:8])[CH2:6][CH2:5][CH2:4][CH2:3]1. The catalyst class is: 5. (2) Reactant: [NH2:1][C:2]1[NH:7][C:6]([S:8][CH2:9][C:10]2[CH:15]=[CH:14][CH:13]=[CH:12][CH:11]=2)=[N:5][C:4](=[O:16])[CH:3]=1.[S-:17][C:18]#[N:19].[K+].N1C=CC=CC=1.BrBr. Product: [NH2:1][C:2]1[NH:7][C:6]([S:8][CH2:9][C:10]2[CH:11]=[CH:12][CH:13]=[CH:14][CH:15]=2)=[N:5][C:4](=[O:16])[C:3]=1[S:17][C:18]#[N:19]. The catalyst class is: 9.